Task: Predict the product of the given reaction.. Dataset: Forward reaction prediction with 1.9M reactions from USPTO patents (1976-2016) Given the reactants Br[C:2]1[CH:3]=[C:4]([F:21])[C:5]([N:8]2[CH2:13][CH2:12][N:11]([C:14]([O:16][C:17]([CH3:20])([CH3:19])[CH3:18])=[O:15])[CH2:10][CH2:9]2)=[N:6][CH:7]=1.[CH2:22](Br)[CH:23]=[CH2:24], predict the reaction product. The product is: [CH2:24]([C:2]1[CH:3]=[C:4]([F:21])[C:5]([N:8]2[CH2:13][CH2:12][N:11]([C:14]([O:16][C:17]([CH3:20])([CH3:19])[CH3:18])=[O:15])[CH2:10][CH2:9]2)=[N:6][CH:7]=1)[CH:23]=[CH2:22].